Dataset: Reaction yield outcomes from USPTO patents with 853,638 reactions. Task: Predict the reaction yield, written as a fraction of the theoretical maximum amount of product (1.0 means a 100% yield; for example, 0.34 means a 34% yield). (1) The product is [Cl:22][C:20]1[CH:19]=[CH:18][C:14]2[C:15](=[O:16])[NH:1][C:2]3[CH:7]=[C:6]([C:8]([F:11])([F:10])[F:9])[CH:5]=[CH:4][C:3]=3[NH:12][C:13]=2[CH:21]=1. The reactants are [NH2:1][C:2]1[CH:7]=[C:6]([C:8]([F:11])([F:10])[F:9])[CH:5]=[CH:4][C:3]=1[NH:12][C:13]1[CH:21]=[C:20]([Cl:22])[CH:19]=[CH:18][C:14]=1[C:15](O)=[O:16].CC1C=CC(S(O)(=O)=O)=CC=1.O. The yield is 0.810. The catalyst is C1(C)C=CC=CC=1. (2) The reactants are [CH3:1][NH:2][C:3]1[CH:11]=[CH:10][C:6]([C:7]([OH:9])=[O:8])=[CH:5][CH:4]=1.C(=O)(O)[O-].[Na+].Cl[C:18]([O:20][CH2:21][C:22]1[CH:27]=[CH:26][CH:25]=[CH:24][CH:23]=1)=[O:19].Cl. The catalyst is C(OCC)C.O.C(OCC)(=O)C. The product is [CH2:21]([O:20][C:18]([N:2]([CH3:1])[C:3]1[CH:4]=[CH:5][C:6]([C:7]([OH:9])=[O:8])=[CH:10][CH:11]=1)=[O:19])[C:22]1[CH:27]=[CH:26][CH:25]=[CH:24][CH:23]=1. The yield is 0.650. (3) The reactants are [CH2:1]([NH:4][CH2:5][CH:6]([CH3:10])[CH2:7][CH:8]=[CH2:9])[CH:2]=[CH2:3].CN1CCOCC1.[N:18]1[CH:23]=[CH:22][CH:21]=[CH:20][C:19]=1[S:24](Cl)(=[O:26])=[O:25]. The catalyst is C(Cl)Cl. The product is [CH2:1]([N:4]([CH2:5][CH:6]([CH3:10])[CH2:7][CH:8]=[CH2:9])[S:24]([C:19]1[CH:20]=[CH:21][CH:22]=[CH:23][N:18]=1)(=[O:26])=[O:25])[CH:2]=[CH2:3]. The yield is 0.600. (4) The reactants are [Si:1]([O:8][CH:9]([CH2:20][O:21][C:22]1[CH:27]=[CH:26][CH:25]=[C:24]([C:28]2[N:33]=[C:32]([Cl:34])[CH:31]=[C:30](Cl)[N:29]=2)[CH:23]=1)[CH2:10][N:11]([CH3:19])[C:12](=[O:18])[O:13][C:14]([CH3:17])([CH3:16])[CH3:15])([C:4]([CH3:7])([CH3:6])[CH3:5])([CH3:3])[CH3:2].C(N(CC)CC)C.[CH3:43][NH:44][CH:45]1[CH2:50][CH2:49][O:48][CH2:47][CH2:46]1. The catalyst is CN(C=O)C.CCOC(C)=O. The product is [C:14]([O:13][C:12](=[O:18])[N:11]([CH2:10][CH:9]([O:8][Si:1]([C:4]([CH3:5])([CH3:7])[CH3:6])([CH3:2])[CH3:3])[CH2:20][O:21][C:22]1[CH:27]=[CH:26][CH:25]=[C:24]([C:28]2[N:33]=[C:32]([Cl:34])[CH:31]=[C:30]([N:44]([CH3:43])[CH:45]3[CH2:50][CH2:49][O:48][CH2:47][CH2:46]3)[N:29]=2)[CH:23]=1)[CH3:19])([CH3:16])([CH3:15])[CH3:17]. The yield is 0.850. (5) The reactants are Br[C:2]1[CH:3]=[CH:4][C:5]2[N:6]([C:15]3[CH:20]=[CH:19][CH:18]=[CH:17][CH:16]=3)[C:7]3[C:12]([C:13]=2[CH:14]=1)=[CH:11][CH:10]=[CH:9][CH:8]=3.CC(C)([O-])C.[Na+].C1(C)C(C)=CC=CC=1.[NH2:35][C:36]1[CH:41]=[CH:40][CH:39]=[CH:38][CH:37]=1. The catalyst is C1C=CC(/C=C/C(/C=C/C2C=CC=CC=2)=O)=CC=1.C1C=CC(/C=C/C(/C=C/C2C=CC=CC=2)=O)=CC=1.[Pd].[CH-]1C(P(C2C=CC=CC=2)C2C=CC=CC=2)=CC=C1.[CH-]1C(P(C2C=CC=CC=2)C2C=CC=CC=2)=CC=C1.[Fe+2].C1(C)C=CC=CC=1. The product is [C:36]1([NH:35][C:2]2[CH:3]=[CH:4][C:5]3[N:6]([C:15]4[CH:20]=[CH:19][CH:18]=[CH:17][CH:16]=4)[C:7]4[C:12]([C:13]=3[CH:14]=2)=[CH:11][CH:10]=[CH:9][CH:8]=4)[CH:41]=[CH:40][CH:39]=[CH:38][CH:37]=1. The yield is 0.750.